This data is from Forward reaction prediction with 1.9M reactions from USPTO patents (1976-2016). The task is: Predict the product of the given reaction. (1) Given the reactants [CH3:1][C:2]([C:5]1[S:6][CH:7]=[C:8]([C:10]2[CH:15]=[CH:14][N:13]=[CH:12][CH:11]=2)[N:9]=1)([CH3:4])[CH3:3].[Br:16]Br.S(=O)(=O)(O)[O-].[Na+].[OH-].[Na+], predict the reaction product. The product is: [Br:16][C:7]1[S:6][C:5]([C:2]([CH3:1])([CH3:3])[CH3:4])=[N:9][C:8]=1[C:10]1[CH:11]=[CH:12][N:13]=[CH:14][CH:15]=1. (2) The product is: [CH2:44]([CH:21]1[N:20]([C:24]([O:26][C:27]([CH3:28])([CH3:30])[CH3:29])=[O:25])[C:10]2=[N:11][C:12]([C:13]3[CH:18]=[CH:17][C:16]([CH3:19])=[CH:15][CH:14]=3)=[C:7]([C:4]3[CH:3]=[CH:2][C:1]([CH3:31])=[CH:6][CH:5]=3)[N:8]=[C:9]2[CH2:23][CH2:22]1)[CH:42]=[CH2:43]. Given the reactants [C:1]1([CH3:31])[CH:6]=[CH:5][C:4]([C:7]2[N:8]=[C:9]3[CH2:23][CH2:22][CH2:21][N:20]([C:24]([O:26][C:27]([CH3:30])([CH3:29])[CH3:28])=[O:25])[C:10]3=[N:11][C:12]=2[C:13]2[CH:18]=[CH:17][C:16]([CH3:19])=[CH:15][CH:14]=2)=[CH:3][CH:2]=1.N#N.CN(C)CCN(C)C.[CH:42]([Li])([CH2:44]C)[CH3:43].C(Br)C=C, predict the reaction product. (3) Given the reactants [Cl:1][C:2]1[CH:7]=[CH:6][C:5]([CH:8]([C:29]2[C:38]3[C:33](=[C:34](Br)[CH:35]=[C:36]([CH3:39])[CH:37]=3)[CH:32]=[CH:31][CH:30]=2)[C@@H:9]([C:13]2[CH:28]=[CH:27][C:16]([C:17]([NH:19][CH2:20][CH2:21][C:22]([O:24][CH2:25][CH3:26])=[O:23])=[O:18])=[CH:15][CH:14]=2)[CH2:10][CH2:11][CH3:12])=[CH:4][CH:3]=1.[CH3:41][N:42](C=O)C, predict the reaction product. The product is: [Cl:1][C:2]1[CH:7]=[CH:6][C:5]([CH:8]([C:29]2[C:38]3[C:33](=[C:34]([C:41]#[N:42])[CH:35]=[C:36]([CH3:39])[CH:37]=3)[CH:32]=[CH:31][CH:30]=2)[C@@H:9]([C:13]2[CH:28]=[CH:27][C:16]([C:17]([NH:19][CH2:20][CH2:21][C:22]([O:24][CH2:25][CH3:26])=[O:23])=[O:18])=[CH:15][CH:14]=2)[CH2:10][CH2:11][CH3:12])=[CH:4][CH:3]=1. (4) Given the reactants [C:1]1([CH2:7][S:8]([NH2:11])(=[O:10])=[O:9])[CH:6]=[CH:5][CH:4]=[CH:3][CH:2]=1.[C:12]([C:17]1[CH:18]=[C:19]([C:34]#[N:35])[C:20]([N:25]2[CH2:30][CH2:29][CH:28]([C:31](O)=[O:32])[CH2:27][CH2:26]2)=[N:21][C:22]=1[O:23][CH3:24])(=[O:16])[CH2:13][CH2:14][CH3:15], predict the reaction product. The product is: [CH2:7]([S:8]([NH:11][C:31]([CH:28]1[CH2:29][CH2:30][N:25]([C:20]2[C:19]([C:34]#[N:35])=[CH:18][C:17]([C:12](=[O:16])[CH2:13][CH2:14][CH3:15])=[C:22]([O:23][CH3:24])[N:21]=2)[CH2:26][CH2:27]1)=[O:32])(=[O:9])=[O:10])[C:1]1[CH:2]=[CH:3][CH:4]=[CH:5][CH:6]=1. (5) Given the reactants [CH3:1][O:2][C:3]1[CH:4]=[C:5]([CH:7]=[CH:8][C:9]=1[O:10][CH3:11])[NH2:6].[N:12]([C:15]([O:17][CH2:18][CH3:19])=[O:16])=[C:13]=S.C(N(CC)CC)C.[NH:27]1[CH:31]=[C:30]([C:32]([O:34][CH2:35][CH3:36])=[O:33])[CH:29]=[N:28]1.CCN=C=NCCCN(C)C.Cl, predict the reaction product. The product is: [CH2:35]([O:34][C:32]([C:30]1[CH:31]=[N:27][N:28]([C:13]([NH:6][C:5]2[CH:7]=[CH:8][C:9]([O:10][CH3:11])=[C:3]([O:2][CH3:1])[CH:4]=2)=[N:12][C:15]([O:17][CH2:18][CH3:19])=[O:16])[CH:29]=1)=[O:33])[CH3:36]. (6) Given the reactants [N:1]1[CH:6]=[CH:5][CH:4]=[CH:3][C:2]=1[C:7]([OH:9])=O.CN(C)C=O.[CH2:15]([NH:17][CH2:18][CH3:19])[CH3:16], predict the reaction product. The product is: [CH2:15]([N:17]([CH2:18][CH3:19])[C:7](=[O:9])[C:2]1[CH:3]=[CH:4][CH:5]=[CH:6][N:1]=1)[CH3:16].